Dataset: Full USPTO retrosynthesis dataset with 1.9M reactions from patents (1976-2016). Task: Predict the reactants needed to synthesize the given product. (1) Given the product [N:47]1[CH:52]=[CH:51][CH:50]=[C:49]([C:2]2[CH:3]=[C:4]([C:13]3[O:17][N:16]=[C:15]([C:18]4[CH:26]=[CH:25][C:24]5[N:23]6[CH2:27][CH2:28][CH:29]([CH2:30][C:31]([O:33][C:34]([CH3:37])([CH3:35])[CH3:36])=[O:32])[C:22]6=[CH:21][C:20]=5[CH:19]=4)[N:14]=3)[CH:5]=[C:6]([O:8][C:9]([F:11])([F:10])[F:12])[CH:7]=2)[CH:48]=1, predict the reactants needed to synthesize it. The reactants are: Br[C:2]1[CH:3]=[C:4]([C:13]2[O:17][N:16]=[C:15]([C:18]3[CH:26]=[CH:25][C:24]4[N:23]5[CH2:27][CH2:28][CH:29]([CH2:30][C:31]([O:33][C:34]([CH3:37])([CH3:36])[CH3:35])=[O:32])[C:22]5=[CH:21][C:20]=4[CH:19]=3)[N:14]=2)[CH:5]=[C:6]([O:8][C:9]([F:12])([F:11])[F:10])[CH:7]=1.C(O)C.C([O-])([O-])=O.[Na+].[Na+].[N:47]1[CH:52]=[CH:51][CH:50]=[C:49](B(O)O)[CH:48]=1. (2) Given the product [N:1]1[C:10]2[C:5](=[CH:6][CH:7]=[CH:8][CH:9]=2)[CH:4]=[C:3]([CH2:11][S:12]([CH2:15][C@@H:16]([N:20]([OH:23])[CH:21]=[O:22])[CH2:17][CH2:18][CH3:19])(=[O:14])=[O:13])[CH:2]=1, predict the reactants needed to synthesize it. The reactants are: [N:1]1[C:10]2[C:5](=[CH:6][CH:7]=[CH:8][CH:9]=2)[CH:4]=[C:3]([CH2:11][S:12]([CH2:15][C@@H:16]([N:20]([OH:23])[CH:21]=[O:22])[CH2:17][CH2:18][CH3:19])(=[O:14])=[O:13])[CH:2]=1.N1C2C(=CC=CC=2)C=C(CS(C[C@@H](NO)CCC)(=O)=O)C=1. (3) The reactants are: C[O:2][C:3](=[O:19])[CH2:4][N:5]1[C:10]2[CH:11]=[CH:12][CH:13]=[CH:14][C:9]=2[S:8][CH:7]([CH:15]([CH3:17])[CH3:16])[C:6]1=[O:18].[OH-].[Na+]. Given the product [CH:15]([CH:7]1[C:6](=[O:18])[N:5]([CH2:4][C:3]([OH:19])=[O:2])[C:10]2[CH:11]=[CH:12][CH:13]=[CH:14][C:9]=2[S:8]1)([CH3:17])[CH3:16], predict the reactants needed to synthesize it. (4) Given the product [O:16]1[CH:17]=[CH:18][CH:19]=[C:15]1[C:4]1[N:3]=[C:2]([NH2:20])[C:7]([NH2:8])=[CH:6][C:5]=1[C:9]1[CH:14]=[CH:13][N:12]=[CH:11][N:10]=1, predict the reactants needed to synthesize it. The reactants are: Cl[C:2]1[C:7]([NH2:8])=[CH:6][C:5]([C:9]2[CH:14]=[CH:13][N:12]=[CH:11][N:10]=2)=[C:4]([C:15]2[O:16][CH:17]=[CH:18][CH:19]=2)[N:3]=1.[NH3:20]. (5) Given the product [C:11]([O:14][CH:3]1[O:9][C@H:8]([CH3:10])[C@@H:6]([O:7][C:23](=[O:27])[CH3:24])[C@H:4]1[O:5][C:16](=[O:18])[CH3:17])(=[O:13])[CH3:12], predict the reactants needed to synthesize it. The reactants are: CO[CH:3]1[O:9][C@H:8]([CH3:10])[C@@H:6]([OH:7])[C@H:4]1[OH:5].[C:11]([O-:14])(=[O:13])[CH3:12].[Na+].[C:16](OC(=O)C)(=[O:18])[CH3:17].[CH2:23]([O:27]CCCC)[CH2:24]CC.N1C=CC=CC=1.S(=O)(=O)(O)O.C(=O)(O)[O-].[Na+]. (6) Given the product [C:7]1([NH:13][C:14]2[C:23]3[C:18](=[CH:19][N:20]=[CH:21][CH:22]=3)[C:17]3[CH:24]=[CH:25][C:26]([C:28]4[NH:29][N:3]=[N:2][N:1]=4)=[CH:27][C:16]=3[N:15]=2)[CH:12]=[CH:11][CH:10]=[CH:9][CH:8]=1, predict the reactants needed to synthesize it. The reactants are: [N-:1]=[N+:2]=[N-:3].[Na+].[Cl-].[NH4+].[C:7]1([NH:13][C:14]2[C:23]3[C:18](=[CH:19][N:20]=[CH:21][CH:22]=3)[C:17]3[CH:24]=[CH:25][C:26]([C:28]#[N:29])=[CH:27][C:16]=3[N:15]=2)[CH:12]=[CH:11][CH:10]=[CH:9][CH:8]=1. (7) Given the product [C:26]([O:29][C:30](=[O:31])[NH:11][C:10]1([C:7]2[N:6]=[C:5]3[NH:1][CH:2]=[CH:3][C:4]3=[CH:9][CH:8]=2)[CH2:13][CH2:12]1)([CH3:28])([CH3:27])[CH3:25].[C:36]([O:35][C:33](=[O:34])[NH:11][CH:10]([C:7]1[N:6]=[C:5]2[NH:1][CH:2]=[CH:3][C:4]2=[CH:9][CH:8]=1)[CH2:16][CH3:17])([CH3:37])([CH3:38])[CH3:39], predict the reactants needed to synthesize it. The reactants are: [NH:1]1[C:5]2=[N:6][C:7]([C:10]#[N:11])=[CH:8][CH:9]=[C:4]2[CH:3]=[CH:2]1.[CH3:12][CH2:13][Mg+].[Br-].[CH3:16][CH2:17]N(C(C)C)C(C)C.[CH3:25][C:26]([O:29][C:30](O[C:33]([O:35][C:36]([CH3:39])([CH3:38])[CH3:37])=[O:34])=[O:31])([CH3:28])[CH3:27].